This data is from Reaction yield outcomes from USPTO patents with 853,638 reactions. The task is: Predict the reaction yield, written as a fraction of the theoretical maximum amount of product (1.0 means a 100% yield; for example, 0.34 means a 34% yield). (1) The reactants are [CH3:1][C:2]([O:5][C:6]([N:8]1[CH2:13][CH2:12][NH:11][CH2:10][CH2:9]1)=[O:7])([CH3:4])[CH3:3].C(=O)([O-])[O-].[K+].[K+].Br[CH2:21][CH2:22][CH2:23][O:24][C:25]1[CH:30]=[CH:29][CH:28]=[CH:27][CH:26]=1. The catalyst is CN(C=O)C. The product is [O:24]([CH2:23][CH2:22][CH2:21][N:11]1[CH2:12][CH2:13][N:8]([C:6]([O:5][C:2]([CH3:1])([CH3:3])[CH3:4])=[O:7])[CH2:9][CH2:10]1)[C:25]1[CH:30]=[CH:29][CH:28]=[CH:27][CH:26]=1. The yield is 0.850. (2) The reactants are [CH2:1]([NH2:8])[CH2:2][CH2:3][CH2:4][CH2:5][CH2:6][CH3:7].[CH2:9]([O:11][C@@H:12]([CH2:17][C:18]1[CH:19]=[N:20][C:21]([C:24]2[CH:29]=[CH:28][CH:27]=[C:26]([N:30]([CH3:43])[C:31](OC3C=CC([N+]([O-])=O)=CC=3)=[O:32])[CH:25]=2)=[CH:22][CH:23]=1)[C:13]([O:15][CH3:16])=[O:14])[CH3:10].O. The catalyst is CN(C)C=O. The product is [CH2:9]([O:11][C@@H:12]([CH2:17][C:18]1[CH:19]=[N:20][C:21]([C:24]2[CH:29]=[CH:28][CH:27]=[C:26]([N:30]([CH3:43])[C:31]([NH:8][CH2:1][CH2:2][CH2:3][CH2:4][CH2:5][CH2:6][CH3:7])=[O:32])[CH:25]=2)=[CH:22][CH:23]=1)[C:13]([O:15][CH3:16])=[O:14])[CH3:10]. The yield is 0.500. (3) The reactants are [Cl:1][C:2]1[CH:3]=[C:4]([CH:6]=[CH:7][C:8]=1[O:9][C:10]1[CH:15]=[CH:14][CH:13]=[CH:12][CH:11]=1)[NH2:5].[C:16](N1C=CN=C1)(N1C=CN=C1)=[S:17]. The catalyst is ClCCl. The product is [Cl:1][C:2]1[CH:3]=[C:4]([N:5]=[C:16]=[S:17])[CH:6]=[CH:7][C:8]=1[O:9][C:10]1[CH:15]=[CH:14][CH:13]=[CH:12][CH:11]=1. The yield is 0.567.